From a dataset of Full USPTO retrosynthesis dataset with 1.9M reactions from patents (1976-2016). Predict the reactants needed to synthesize the given product. (1) Given the product [O:37]=[C:9]1[C:10]2[C:15](=[CH:14][C:13]([C:17]3[CH:18]=[CH:19][C:20]([NH:23][C:24]([NH:26][C:27]4[CH:32]=[CH:31][CH:30]=[C:29]([C:33]([F:36])([F:34])[F:35])[CH:28]=4)=[O:25])=[CH:21][CH:22]=3)=[CH:12][CH:11]=2)[CH2:16][N:8]1[C@@H:3]([C:2]1[CH:38]=[CH:41][CH:40]=[CH:48][CH:1]=1)[C:4]([O:6][CH3:7])=[O:5], predict the reactants needed to synthesize it. The reactants are: [CH3:1][CH:2]([CH3:38])[C@@H:3]([N:8]1[CH2:16][C:15]2[C:10](=[CH:11][CH:12]=[C:13]([C:17]3[CH:22]=[CH:21][C:20]([NH:23][C:24]([NH:26][C:27]4[CH:32]=[CH:31][CH:30]=[C:29]([C:33]([F:36])([F:35])[F:34])[CH:28]=4)=[O:25])=[CH:19][CH:18]=3)[CH:14]=2)[C:9]1=[O:37])[C:4]([O:6][CH3:7])=[O:5].Br[C:40]1[CH:41]=C2C(=C[CH:48]=1)C(=O)N(C1(C(OC)=O)CCCC1)C2.CC1(C)C(C)(C)OB(C2C=CC(NC(NC3C=CC=C(C(F)(F)F)C=3)=O)=CC=2)O1. (2) Given the product [Br:1][C:2]1[C:3]([F:13])=[CH:4][C:5]([NH2:10])=[C:6]([O:8][CH3:9])[CH:7]=1, predict the reactants needed to synthesize it. The reactants are: [Br:1][C:2]1[CH:7]=[C:6]([O:8][CH3:9])[C:5]([N+:10]([O-])=O)=[CH:4][C:3]=1[F:13].[Cl-].[NH4+].O. (3) Given the product [CH3:1][O:2][C:3](=[O:12])[C:4]1[CH:9]=[CH:8][CH:7]=[C:6]([CH2:10][C:16]#[N:17])[CH:5]=1, predict the reactants needed to synthesize it. The reactants are: [CH3:1][O:2][C:3](=[O:12])[C:4]1[CH:9]=[CH:8][CH:7]=[C:6]([CH2:10]Br)[CH:5]=1.[C-]#N.[K+].[CH3:16][N:17](C=O)C. (4) Given the product [F:26][CH2:18][CH2:17][CH2:16][CH2:15][CH2:14][CH2:13][CH:2]1[O:1][C:5]2=[N:6][C:7]3[CH:12]=[CH:11][CH:10]=[CH:9][C:8]=3[N:4]2[CH2:3]1, predict the reactants needed to synthesize it. The reactants are: [O:1]1[C:5]2=[N:6][C:7]3[CH:12]=[CH:11][CH:10]=[CH:9][C:8]=3[N:4]2[CH2:3][CH:2]1[CH2:13][CH2:14][CH2:15][CH2:16][CH2:17][CH2:18]O.CCN(S(F)(F)[F:26])CC.C(=O)([O-])[O-].[Na+].[Na+]. (5) Given the product [F:17][C:14]1[CH:15]=[CH:16][C:11]([C:10]2[N:9]=[N:8][N:7]([CH2:18][Si:19]([CH3:20])([CH3:21])[CH3:22])[C:6]=2[CH2:4][OH:3])=[N:12][CH:13]=1, predict the reactants needed to synthesize it. The reactants are: C([O:3][C:4]([C:6]1[N:7]([CH2:18][Si:19]([CH3:22])([CH3:21])[CH3:20])[N:8]=[N:9][C:10]=1[C:11]1[CH:16]=[CH:15][C:14]([F:17])=[CH:13][N:12]=1)=O)C.[OH-].[Na+].